From a dataset of Catalyst prediction with 721,799 reactions and 888 catalyst types from USPTO. Predict which catalyst facilitates the given reaction. (1) Product: [F:1][C:2]1[C:7]([OH:8])=[C:6]([F:10])[CH:5]=[CH:4][C:3]=1[NH:11][C:12]([NH:26][C:27]1[NH:31][N:30]=[C:29]([C:32]2[CH:37]=[CH:36][C:35]([OH:38])=[C:34]([F:40])[CH:33]=2)[CH:28]=1)=[N:13][C:14]([C:16]1[C:17]([C:22]([F:25])([F:23])[F:24])=[N:18][N:19]([CH3:21])[CH:20]=1)=[O:15]. Reactant: [F:1][C:2]1[C:7]([O:8]C)=[C:6]([F:10])[CH:5]=[CH:4][C:3]=1[NH:11][C:12]([NH:26][C:27]1[NH:31][N:30]=[C:29]([C:32]2[CH:37]=[CH:36][C:35]([O:38]C)=[C:34]([F:40])[CH:33]=2)[CH:28]=1)=[N:13][C:14]([C:16]1[C:17]([C:22]([F:25])([F:24])[F:23])=[N:18][N:19]([CH3:21])[CH:20]=1)=[O:15].B(Br)(Br)Br.CCOC(C)=O. The catalyst class is: 4. (2) Reactant: [H-].[H-].[H-].[H-].[Li+].[Al+3].[CH2:7]([N:9]([CH2:12][CH2:13][N:14]1[C:22]2[C:17](=[CH:18][CH:19]=[C:20]([CH:23]3[CH2:28][CH2:27][N:26]([C:29](OC(C)(C)C)=O)[CH2:25][CH2:24]3)[CH:21]=2)[CH:16]=[N:15]1)[CH2:10][CH3:11])[CH3:8]. Product: [CH2:7]([N:9]([CH2:12][CH2:13][N:14]1[C:22]2[C:17](=[CH:18][CH:19]=[C:20]([CH:23]3[CH2:28][CH2:27][N:26]([CH3:29])[CH2:25][CH2:24]3)[CH:21]=2)[CH:16]=[N:15]1)[CH2:10][CH3:11])[CH3:8]. The catalyst class is: 1. (3) Reactant: CC[N:3](C(C)C)C(C)C.C1C=CC2N(O)N=NC=2C=1.[Cl:20][C:21]1[S:47][C:24]2[NH:25][C:26]([C:28]([NH:30][CH:31]3[CH2:40][C:39]4[C:34](=[CH:35]C=[CH:37][CH:38]=4)[N:33](CC(O)CO)[C:32]3=[O:46])=[O:29])=[CH:27][C:23]=2[CH:22]=1.ClC1SC2NC(C(NC3CC4C(=CC=CC=4)N(CC4ON=C(C)N=4)C3=O)=O)=CC=2C=1.CCN=C=NCCCN(C)C. Product: [Cl:20][C:21]1[S:47][C:24]2[NH:25][C:26]([C:28]([NH:30][CH:31]3[CH2:40][C:39]4[C:34](=[CH:35][N:3]=[CH:37][CH:38]=4)[NH:33][C:32]3=[O:46])=[O:29])=[CH:27][C:23]=2[CH:22]=1. The catalyst class is: 2. (4) Reactant: [Cl-].[OH:2][NH3+:3].[C:4](=[O:7])([O-])O.[Na+].CS(C)=O.[Si]([O:20][C:21]([C@H:24]1[CH2:29][CH2:28][C@H:27]([O:30][C:31]2[CH:36]=[CH:35][C:34]([N:37]3[C:42](=[O:43])[C:41]([CH2:44][C:45]4[CH:50]=[CH:49][C:48]([C:51]5[C:52]([C:57]#[N:58])=[CH:53][CH:54]=[CH:55][CH:56]=5)=[CH:47][CH:46]=4)=[C:40]([CH2:59][CH2:60][CH3:61])[N:39]=[C:38]3[CH2:62][CH3:63])=[CH:33][CH:32]=2)[CH2:26][CH2:25]1)([CH3:23])[CH3:22])(C(C)(C)C)(C)C. Product: [CH2:62]([C:38]1[N:37]([C:34]2[CH:33]=[CH:32][C:31]([O:30][C@H:27]3[CH2:26][CH2:25][C@H:24]([C:21]([OH:20])([CH3:23])[CH3:22])[CH2:29][CH2:28]3)=[CH:36][CH:35]=2)[C:42](=[O:43])[C:41]([CH2:44][C:45]2[CH:46]=[CH:47][C:48]([C:51]3[CH:56]=[CH:55][CH:54]=[CH:53][C:52]=3[C:57]3[NH:58][C:4](=[O:7])[O:2][N:3]=3)=[CH:49][CH:50]=2)=[C:40]([CH2:59][CH2:60][CH3:61])[N:39]=1)[CH3:63]. The catalyst class is: 6. (5) Reactant: [Br:1][C:2]1[CH:3]=[C:4]2[C:9](=[CH:10][CH:11]=1)[C:8](=[O:12])[CH2:7][CH2:6][CH2:5]2.[BH4-].[Na+].O. Product: [Br:1][C:2]1[CH:3]=[C:4]2[C:9](=[CH:10][CH:11]=1)[CH:8]([OH:12])[CH2:7][CH2:6][CH2:5]2. The catalyst class is: 8. (6) Reactant: [CH3:1][O:2][C:3]1[CH:4]=[C:5]2[C:10](=[CH:11][C:12]=1[O:13][CH3:14])[N:9]=[CH:8][CH:7]=[C:6]2[O:15][C:16]1[CH:22]=[CH:21][C:19]([NH2:20])=[C:18]([O:23][CH3:24])[CH:17]=1.C(N(CC)CC)C.ClC(Cl)(O[C:36](=[O:42])OC(Cl)(Cl)Cl)Cl.[F:44][C:45]1[CH:50]=[CH:49][C:48]([C@@H:51]([NH2:53])[CH3:52])=[CH:47][CH:46]=1. Product: [CH3:1][O:2][C:3]1[CH:4]=[C:5]2[C:10](=[CH:11][C:12]=1[O:13][CH3:14])[N:9]=[CH:8][CH:7]=[C:6]2[O:15][C:16]1[CH:22]=[CH:21][C:19]([NH:20][C:36]([NH:53][C@H:51]([C:48]2[CH:49]=[CH:50][C:45]([F:44])=[CH:46][CH:47]=2)[CH3:52])=[O:42])=[C:18]([O:23][CH3:24])[CH:17]=1. The catalyst class is: 22.